Dataset: Experimentally validated miRNA-target interactions with 360,000+ pairs, plus equal number of negative samples. Task: Binary Classification. Given a miRNA mature sequence and a target amino acid sequence, predict their likelihood of interaction. The miRNA is mmu-miR-33-3p with sequence CAAUGUUUCCACAGUGCAUCAC. The protein sequence of the target gene is MSLTNTKTGFSVKDILDLPDTNDEEGSVAEGPEEENEGPEPAKRAGPLGQGALDAVQSLPLKNPFYDSSDNPYTRWLASTEGLQYSLHGLAAGAPPQDSSSKSPEPSADESPDNDKETPGGGGDAGKKRKRRVLFSKAQTYELERRFRQQRYLSAPEREHLASLIRLTPTQVKIWFQNHRYKMKRARAEKGMEVTPLPSPRRVAVPVLVRDGKPCHALKAQDLAAATFQAGIPFSAYSAQSLQHMQYNAQYSSASTPQYPTAHPLVQAQQWTW. Result: 0 (no interaction).